This data is from Forward reaction prediction with 1.9M reactions from USPTO patents (1976-2016). The task is: Predict the product of the given reaction. (1) Given the reactants [F:1][C:2]([F:7])([F:6])[C:3]([OH:5])=[O:4].[Br:8][C:9]1[CH:10]=[C:11]([N:15]2[C:23]3[CH2:22][CH2:21][N:20](C(OC(C)(C)C)=O)[CH2:19][C:18]=3[C:17]([C:31]([O:33][CH2:34][CH3:35])=[O:32])=[N:16]2)[CH:12]=[CH:13][CH:14]=1.ClCCl, predict the reaction product. The product is: [F:1][C:2]([F:7])([F:6])[C:3]([OH:5])=[O:4].[Br:8][C:9]1[CH:10]=[C:11]([N:15]2[C:23]3[CH2:22][CH2:21][NH:20][CH2:19][C:18]=3[C:17]([C:31]([O:33][CH2:34][CH3:35])=[O:32])=[N:16]2)[CH:12]=[CH:13][CH:14]=1. (2) Given the reactants [CH:1]1([CH2:4][N:5]2[CH:11]([C:12]3[CH:17]=[CH:16][CH:15]=[CH:14][CH:13]=3)[CH:10]=[CH:9][CH2:8][CH:7]([N:18]3C(=O)C4C(=CC=CC=4)C3=O)[C:6]2=[O:29])[CH2:3][CH2:2]1.O.NN, predict the reaction product. The product is: [NH2:18][CH:7]1[CH2:8][CH:9]=[CH:10][C@H:11]([C:12]2[CH:17]=[CH:16][CH:15]=[CH:14][CH:13]=2)[N:5]([CH2:4][CH:1]2[CH2:3][CH2:2]2)[C:6]1=[O:29].[NH2:18][CH:7]1[CH2:8][CH:9]=[CH:10][C@@H:11]([C:12]2[CH:17]=[CH:16][CH:15]=[CH:14][CH:13]=2)[N:5]([CH2:4][CH:1]2[CH2:3][CH2:2]2)[C:6]1=[O:29]. (3) Given the reactants [CH3:1][C:2]([C:4]1[CH:9]=[CH:8][C:7]([CH:10]2[CH2:15][CH2:14][CH2:13][CH2:12][CH2:11]2)=[CH:6][CH:5]=1)=[O:3].[Br:16]Br, predict the reaction product. The product is: [CH:10]1([C:7]2[CH:6]=[CH:5][C:4]([C:2](=[O:3])[CH2:1][Br:16])=[CH:9][CH:8]=2)[CH2:15][CH2:14][CH2:13][CH2:12][CH2:11]1. (4) Given the reactants [C:1]([O:5][C:6](=[O:19])[NH:7][C:8]12[CH2:15][CH:14]3[CH2:16][C:10]([CH2:17][OH:18])([CH2:11][CH:12]1[CH2:13]3)[CH2:9]2)([CH3:4])([CH3:3])[CH3:2].CCN(CC)CC.[CH3:27][S:28](Cl)(=[O:30])=[O:29], predict the reaction product. The product is: [CH3:27][S:28]([O:18][CH2:17][C:10]12[CH2:16][CH:14]3[CH2:13][CH:12]([CH2:11]1)[C:8]([NH:7][C:6]([O:5][C:1]([CH3:4])([CH3:2])[CH3:3])=[O:19])([CH2:15]3)[CH2:9]2)(=[O:30])=[O:29]. (5) Given the reactants [NH2:1][C:2]1[CH:10]=[CH:9][CH:8]=[C:7]2[C:3]=1[C:4](=[O:20])[N:5]([CH:12]1[CH2:17][CH2:16][C:15](=[O:18])[NH:14][C:13]1=[O:19])[C:6]2=[O:11].Cl[C:22]([C:24]([O:26][CH3:27])=[O:25])=[O:23], predict the reaction product. The product is: [O:19]=[C:13]1[CH:12]([N:5]2[C:4](=[O:20])[C:3]3[C:7](=[CH:8][CH:9]=[CH:10][C:2]=3[NH:1][C:22]([C:24]([O:26][CH3:27])=[O:25])=[O:23])[C:6]2=[O:11])[CH2:17][CH2:16][C:15](=[O:18])[NH:14]1. (6) Given the reactants [Cl:1][C:2]1[CH:33]=[CH:32][C:5]2[CH:6]([NH:18][CH2:19][CH2:20][CH2:21][CH2:22][O:23][CH2:24][C:25]([O:27]C(C)(C)C)=[O:26])[C:7]3[CH:17]=[CH:16][CH:15]=[CH:14][C:8]=3[N:9]([CH3:13])[S:10](=[O:12])(=[O:11])[C:4]=2[CH:3]=1.FC(F)(F)C(O)=O, predict the reaction product. The product is: [Cl:1][C:2]1[CH:33]=[CH:32][C:5]2[CH:6]([NH:18][CH2:19][CH2:20][CH2:21][CH2:22][O:23][CH2:24][C:25]([OH:27])=[O:26])[C:7]3[CH:17]=[CH:16][CH:15]=[CH:14][C:8]=3[N:9]([CH3:13])[S:10](=[O:12])(=[O:11])[C:4]=2[CH:3]=1. (7) Given the reactants [BH4-].[Na+].CO.[C:5]([NH:8][C:9]1[S:10][C:11]2[C:17]([C:18]#[N:19])=[C:16]([O:20][C:21]3[CH:22]=[CH:23][C:24]([F:34])=[C:25]([NH:27]C(=O)C(F)(F)F)[CH:26]=3)[CH:15]=[CH:14][C:12]=2[N:13]=1)(=[O:7])[CH3:6], predict the reaction product. The product is: [NH2:27][C:25]1[CH:26]=[C:21]([CH:22]=[CH:23][C:24]=1[F:34])[O:20][C:16]1[CH:15]=[CH:14][C:12]2[N:13]=[C:9]([NH:8][C:5](=[O:7])[CH3:6])[S:10][C:11]=2[C:17]=1[C:18]#[N:19].